From a dataset of Full USPTO retrosynthesis dataset with 1.9M reactions from patents (1976-2016). Predict the reactants needed to synthesize the given product. (1) The reactants are: [C:1]([C:5]1[CH:6]=[C:7]([CH:11]=[C:12]([C:14]([O:16][CH3:17])=[O:15])[CH:13]=1)C(O)=O)([CH3:4])([CH3:3])[CH3:2].C([N:20]([CH2:23]C)CC)C.[CH3:25][C:26]([OH:29])([CH3:28])[CH3:27].C1C=CC(P(N=[N+]=[N-])(C2C=CC=CC=2)=[O:37])=CC=1. Given the product [C:26]([O:29][C:23]([NH:20][C:7]1[CH:11]=[C:12]([CH:13]=[C:5]([C:1]([CH3:2])([CH3:3])[CH3:4])[CH:6]=1)[C:14]([O:16][CH3:17])=[O:15])=[O:37])([CH3:28])([CH3:27])[CH3:25], predict the reactants needed to synthesize it. (2) Given the product [C:22]([O:21][C:19]([N:18]([C:16]([O:15][C:12]([CH3:14])([CH3:13])[CH3:11])=[O:17])[C:3]1[CH:4]=[C:5]([CH:8]=[CH:9][CH:10]=1)[C:6]#[N:7])=[O:20])([CH3:25])([CH3:24])[CH3:23], predict the reactants needed to synthesize it. The reactants are: BrC[C:3]1[CH:4]=[C:5]([CH:8]=[CH:9][CH:10]=1)[C:6]#[N:7].[CH3:11][C:12]([O:15][C:16]([NH:18][C:19]([O:21][C:22]([CH3:25])([CH3:24])[CH3:23])=[O:20])=[O:17])([CH3:14])[CH3:13].C(=O)([O-])[O-].[Cs+].[Cs+]. (3) Given the product [C:1]([C:3]1[CH:8]=[CH:7][C:6]([CH:9]2[C:18]3[C:13](=[C:14]([CH3:22])[CH:15]=[N:16][C:17]=3[O:19][CH2:20][CH3:21])[NH:12][C:11]([CH3:23])=[C:10]2[C:24]([NH2:31])=[O:25])=[C:5]([O:27][CH3:28])[CH:4]=1)#[N:2], predict the reactants needed to synthesize it. The reactants are: [C:1]([C:3]1[CH:8]=[CH:7][C:6]([CH:9]2[C:18]3[C:13](=[C:14]([CH3:22])[CH:15]=[N:16][C:17]=3[O:19][CH2:20][CH3:21])[NH:12][C:11]([CH3:23])=[C:10]2[C:24](O)=[O:25])=[C:5]([O:27][CH3:28])[CH:4]=1)#[N:2].C(N1C=CN=C1)([N:31]1C=CN=C1)=O.N. (4) Given the product [OH:1][CH2:2][C:3]([CH3:32])=[CH:4][CH2:5][C:6]1[C:14]([O:15][CH2:16][CH2:17][Si:18]([CH3:19])([CH3:21])[CH3:20])=[C:13]2[C:9]([CH2:10][O:11][C:12]2=[O:22])=[C:8]([CH3:23])[C:7]=1[CH:35]=[CH2:36], predict the reactants needed to synthesize it. The reactants are: [OH:1][CH2:2][C:3]([CH3:32])=[CH:4][CH2:5][C:6]1[C:14]([O:15][CH2:16][CH2:17][Si:18]([CH3:21])([CH3:20])[CH3:19])=[C:13]2[C:9]([CH2:10][O:11][C:12]2=[O:22])=[C:8]([CH3:23])[C:7]=1OS(C(F)(F)F)(=O)=O.[Li+].[Cl-].[C:35]1([As](C2C=CC=CC=2)C2C=CC=CC=2)C=CC=C[CH:36]=1.C(Cl)(Cl)Cl.C(C([Sn])=C(CCCC)CCCC)CCC.[F-].[K+]. (5) Given the product [CH3:22][Si:21]1([CH3:23])[C:2]2[CH:7]=[CH:6][CH:5]=[CH:4][C:3]=2[CH:8]([C:10]2[CH:15]=[CH:14][CH:13]=[CH:12][CH:11]=2)[O:9]1, predict the reactants needed to synthesize it. The reactants are: Br[C:2]1[CH:7]=[CH:6][CH:5]=[CH:4][C:3]=1[CH:8]([C:10]1[CH:15]=[CH:14][CH:13]=[CH:12][CH:11]=1)[OH:9].[Li]CCCC.[SiH:21](Cl)([CH3:23])[CH3:22].